From a dataset of Forward reaction prediction with 1.9M reactions from USPTO patents (1976-2016). Predict the product of the given reaction. (1) Given the reactants [C:1]([O:5][C:6]([NH:8][CH:9]([CH2:14][CH:15]([C:19]1[CH:24]=[CH:23][CH:22]=[C:21]([Cl:25])[CH:20]=1)[C:16](=O)[CH3:17])[C:10]([O:12]C)=O)=[O:7])([CH3:4])(C)C.[F:26][C:27]([F:31])([F:30])[CH2:28][NH2:29].[C:32](O)(=O)[CH3:33].C(O[BH-](OC(=O)C)OC(=O)C)(=O)C.[Na+].C(=O)([O-])[O-].[K+].[K+], predict the reaction product. The product is: [Cl:25][C:21]1[CH:20]=[C:19]([C@H:15]2[C@@H:16]([CH3:17])[N:29]([CH2:28][C:27]([F:31])([F:30])[F:26])[C:10](=[O:12])[C@@H:9]([NH:8][C:6](=[O:7])[O:5][CH2:1][CH2:4][CH2:32][CH3:33])[CH2:14]2)[CH:24]=[CH:23][CH:22]=1. (2) Given the reactants [F:1][C:2]([F:24])([F:23])[C:3]1[CH:4]=[C:5]([C:13]2[N:17]=[CH:16][N:15](/[CH:18]=[CH:19]\[C:20](O)=[O:21])[N:14]=2)[CH:6]=[C:7]([C:9]([F:12])([F:11])[F:10])[CH:8]=1.[NH:25]([C:27]1[CH:28]=[N:29][CH:30]=[CH:31][CH:32]=1)[NH2:26].C(P1(=O)OP(CCC)(=O)OP(CCC)(=O)O1)CC.CCN(C(C)C)C(C)C, predict the reaction product. The product is: [F:24][C:2]([F:23])([F:1])[C:3]1[CH:4]=[C:5]([C:13]2[N:17]=[CH:16][N:15](/[CH:18]=[CH:19]\[C:20]([NH:26][NH:25][C:27]3[CH:28]=[N:29][CH:30]=[CH:31][CH:32]=3)=[O:21])[N:14]=2)[CH:6]=[C:7]([C:9]([F:12])([F:10])[F:11])[CH:8]=1.